From a dataset of NCI-60 drug combinations with 297,098 pairs across 59 cell lines. Regression. Given two drug SMILES strings and cell line genomic features, predict the synergy score measuring deviation from expected non-interaction effect. Drug 1: C1=C(C(=O)NC(=O)N1)F. Drug 2: CN(C)C1=NC(=NC(=N1)N(C)C)N(C)C. Cell line: SNB-19. Synergy scores: CSS=32.4, Synergy_ZIP=7.62, Synergy_Bliss=8.35, Synergy_Loewe=-5.53, Synergy_HSA=7.15.